Dataset: Catalyst prediction with 721,799 reactions and 888 catalyst types from USPTO. Task: Predict which catalyst facilitates the given reaction. (1) Reactant: [CH2:1]([CH:3]([CH2:17][CH3:18])[C@@H:4]([C:14]([NH2:16])=[O:15])[NH:5][C@H](C1C=CC=CC=1)C)[CH3:2]. Product: [CH2:1]([CH:3]([CH2:17][CH3:18])[C@@H:4]([C:14]([NH2:16])=[O:15])[NH2:5])[CH3:2]. The catalyst class is: 45. (2) Reactant: [C:1]([O:5][C:6]([N:8]1[CH2:12][C@H:11]([F:13])[CH2:10][C@H:9]1[C:14]([OH:16])=O)=[O:7])([CH3:4])([CH3:3])[CH3:2].ClC(N(C)C)=C(C)C.Cl.[Cl:26][C:27]1[CH:32]=[CH:31][CH:30]=[CH:29][C:28]=1[C:33]1[CH:38]=[CH:37][CH:36]=[C:35]([NH2:39])[C:34]=1[F:40].CCN(C(C)C)C(C)C. Product: [Cl:26][C:27]1[CH:32]=[CH:31][CH:30]=[CH:29][C:28]=1[C:33]1[CH:38]=[CH:37][CH:36]=[C:35]([NH:39][C:14]([C@@H:9]2[CH2:10][C@@H:11]([F:13])[CH2:12][N:8]2[C:6]([O:5][C:1]([CH3:2])([CH3:3])[CH3:4])=[O:7])=[O:16])[C:34]=1[F:40]. The catalyst class is: 34. (3) Reactant: [F:1][C:2]([F:19])([F:18])[C:3]1[CH:8]=[CH:7][C:6]([NH:9][C@H:10]([CH2:16][CH3:17])[CH2:11][C:12](OC)=[O:13])=[CH:5][CH:4]=1.[NH3:20]. Product: [F:1][C:2]([F:19])([F:18])[C:3]1[CH:8]=[CH:7][C:6]([NH:9][C@H:10]([CH2:16][CH3:17])[CH2:11][C:12]([NH2:20])=[O:13])=[CH:5][CH:4]=1. The catalyst class is: 5. (4) Product: [CH2:12]([C:16]1[N:17]=[N:18][C:19]([O:9][CH:3]2[CH:4]3[CH2:7][CH2:8][N:1]([CH2:6][CH2:5]3)[CH2:2]2)=[CH:20][C:21]=1[C:22]1[CH:23]=[CH:24][C:25]([O:28][CH:29]2[CH2:34][CH2:33][CH2:32][CH2:31][CH2:30]2)=[CH:26][CH:27]=1)[CH2:13][CH2:14][CH3:15]. Reactant: [N:1]12[CH2:8][CH2:7][CH:4]([CH2:5][CH2:6]1)[CH:3]([OH:9])[CH2:2]2.[H-].[Na+].[CH2:12]([C:16]1[N:17]=[N:18][C:19](Cl)=[CH:20][C:21]=1[C:22]1[CH:27]=[CH:26][C:25]([O:28][CH:29]2[CH2:34][CH2:33][CH2:32][CH2:31][CH2:30]2)=[CH:24][CH:23]=1)[CH2:13][CH2:14][CH3:15].O. The catalyst class is: 56.